From a dataset of Reaction yield outcomes from USPTO patents with 853,638 reactions. Predict the reaction yield, written as a fraction of the theoretical maximum amount of product (1.0 means a 100% yield; for example, 0.34 means a 34% yield). (1) The reactants are [Cl:1][C:2]1[CH:21]=[CH:20][C:5]([O:6][C:7]2[CH:19]=[CH:18][C:10]([O:11][CH2:12][C@H:13]3[CH2:17][CH2:16][CH2:15][NH:14]3)=[CH:9][CH:8]=2)=[CH:4][CH:3]=1.C(N(CC)CC)C.Br[CH2:30][CH2:31][C:32]([O:34][CH3:35])=[O:33].O.ClCCl. The catalyst is ClCCl. The product is [CH3:35][O:34][C:32](=[O:33])[CH2:31][CH2:30][N:14]1[CH2:15][CH2:16][CH2:17][C@@H:13]1[CH2:12][O:11][C:10]1[CH:18]=[CH:19][C:7]([O:6][C:5]2[CH:20]=[CH:21][C:2]([Cl:1])=[CH:3][CH:4]=2)=[CH:8][CH:9]=1. The yield is 0.770. (2) The reactants are [Br:1][C:2]1[CH:7]=[CH:6][C:5]([N+:8]([O-:10])=[O:9])=[C:4](F)[CH:3]=1.[NH2:12][C:13]1[CH:18]=[CH:17][CH:16]=[CH:15][CH:14]=1. The catalyst is CN1C(=O)CCC1. The product is [Br:1][C:2]1[CH:7]=[CH:6][C:5]([N+:8]([O-:10])=[O:9])=[C:4]([CH:3]=1)[NH:12][C:13]1[CH:18]=[CH:17][CH:16]=[CH:15][CH:14]=1. The yield is 0.920. (3) The reactants are [Cl-].O[NH3+:3].[C:4](=[O:7])([O-])[OH:5].[Na+].CS(C)=O.[CH2:13]([C:17]1[N:18]=[C:19]([CH3:46])[N:20]([CH2:39][C:40]2[N:41]=[C:42]([CH3:45])[S:43][CH:44]=2)[C:21](=[O:38])[C:22]=1[CH2:23][C:24]1[CH:29]=[CH:28][C:27]([C:30]2[C:31]([C:36]#[N:37])=[CH:32][CH:33]=[CH:34][CH:35]=2)=[CH:26][CH:25]=1)[CH2:14][CH2:15][CH3:16]. The catalyst is C(OCC)(=O)C. The product is [CH2:13]([C:17]1[N:18]=[C:19]([CH3:46])[N:20]([CH2:39][C:40]2[N:41]=[C:42]([CH3:45])[S:43][CH:44]=2)[C:21](=[O:38])[C:22]=1[CH2:23][C:24]1[CH:25]=[CH:26][C:27]([C:30]2[CH:35]=[CH:34][CH:33]=[CH:32][C:31]=2[C:36]2[NH:3][C:4](=[O:7])[O:5][N:37]=2)=[CH:28][CH:29]=1)[CH2:14][CH2:15][CH3:16]. The yield is 0.870.